From a dataset of Reaction yield outcomes from USPTO patents with 853,638 reactions. Predict the reaction yield, written as a fraction of the theoretical maximum amount of product (1.0 means a 100% yield; for example, 0.34 means a 34% yield). The reactants are [Na].[CH:2]1([C:7](=[O:9])[CH3:8])[CH2:6][CH2:5][CH2:4][CH2:3]1.[C:10](OCC)(=[O:16])[C:11]([O:13][CH2:14][CH3:15])=[O:12].S(=O)(=O)(O)O. The catalyst is CCOC(C)=O.CCO. The product is [CH:2]1([C:7](=[O:9])[CH2:8][C:10](=[O:16])[C:11]([O:13][CH2:14][CH3:15])=[O:12])[CH2:6][CH2:5][CH2:4][CH2:3]1. The yield is 0.530.